Dataset: NCI-60 drug combinations with 297,098 pairs across 59 cell lines. Task: Regression. Given two drug SMILES strings and cell line genomic features, predict the synergy score measuring deviation from expected non-interaction effect. (1) Drug 1: C1CNP(=O)(OC1)N(CCCl)CCCl. Drug 2: C1CCC(C(C1)N)N.C(=O)(C(=O)[O-])[O-].[Pt+4]. Cell line: MALME-3M. Synergy scores: CSS=-2.42, Synergy_ZIP=3.30, Synergy_Bliss=-7.75, Synergy_Loewe=-77.0, Synergy_HSA=-12.1. (2) Drug 1: COC1=NC(=NC2=C1N=CN2C3C(C(C(O3)CO)O)O)N. Drug 2: CC12CCC3C(C1CCC2O)C(CC4=C3C=CC(=C4)O)CCCCCCCCCS(=O)CCCC(C(F)(F)F)(F)F. Cell line: NCI-H226. Synergy scores: CSS=-0.0355, Synergy_ZIP=0.521, Synergy_Bliss=2.46, Synergy_Loewe=0.900, Synergy_HSA=0.817. (3) Drug 1: CC1=C(N=C(N=C1N)C(CC(=O)N)NCC(C(=O)N)N)C(=O)NC(C(C2=CN=CN2)OC3C(C(C(C(O3)CO)O)O)OC4C(C(C(C(O4)CO)O)OC(=O)N)O)C(=O)NC(C)C(C(C)C(=O)NC(C(C)O)C(=O)NCCC5=NC(=CS5)C6=NC(=CS6)C(=O)NCCC[S+](C)C)O. Drug 2: C1=CC=C(C(=C1)C(C2=CC=C(C=C2)Cl)C(Cl)Cl)Cl. Cell line: SK-OV-3. Synergy scores: CSS=-10.0, Synergy_ZIP=12.5, Synergy_Bliss=23.1, Synergy_Loewe=-8.24, Synergy_HSA=0.488.